Dataset: Full USPTO retrosynthesis dataset with 1.9M reactions from patents (1976-2016). Task: Predict the reactants needed to synthesize the given product. (1) Given the product [N+:15]([C:9]1[CH:8]=[CH:7][C:6]2[C:5]3[C:14](=[CH:1][CH:2]=[CH:3][CH:4]=3)[CH2:13][CH2:12][C:11]=2[CH:10]=1)([O-:17])=[O:16], predict the reactants needed to synthesize it. The reactants are: [CH:1]1[C:14]2[CH2:13][CH2:12][C:11]3[C:6](=[CH:7][CH:8]=[CH:9][CH:10]=3)[C:5]=2[CH:4]=[CH:3][CH:2]=1.[N+:15]([O-])([OH:17])=[O:16].O. (2) The reactants are: [O:1]=[C:2]1[CH:25]=[C:24]([CH:26]2[CH2:31][CH2:30][N:29](C(OC(C)(C)C)=O)[CH2:28][CH2:27]2)[N:5]2[N:6]=[C:7]3[C:12]([C:11]([C:13]4[N:17](C5CCCCO5)[CH:16]=[N:15][CH:14]=4)=[CH:10][CH:9]=[CH:8]3)=[C:4]2[NH:3]1.[ClH:39]. Given the product [ClH:39].[NH:17]1[C:13]([C:11]2[C:12]3[C:7]([CH:8]=[CH:9][CH:10]=2)=[N:6][N:5]2[C:24]([CH:26]4[CH2:31][CH2:30][NH:29][CH2:28][CH2:27]4)=[CH:25][C:2](=[O:1])[NH:3][C:4]=32)=[CH:14][N:15]=[CH:16]1, predict the reactants needed to synthesize it. (3) The reactants are: [N:1]1([C:7]2[C:12]([C:13]([O:15][CH:16]([CH3:18])[CH3:17])=[O:14])=[CH:11][CH:10]=[CH:9][N:8]=2)[CH2:6][CH2:5][NH:4][CH2:3][CH2:2]1.[F:19][C:20]([F:36])([F:35])[C:21]1[CH:26]=[CH:25][CH:24]=[CH:23][C:22]=1[C:27]1[CH:32]=[CH:31][CH:30]=[C:29]([CH:33]=O)[CH:28]=1.O1CCCC1.C(O[BH-](OC(=O)C)OC(=O)C)(=O)C.[Na+]. Given the product [CH3:17][CH:16]([O:15][C:13]([C:12]1[C:7]([N:1]2[CH2:2][CH2:3][N:4]([CH2:33][C:29]3[CH:28]=[C:27]([C:22]4[CH:23]=[CH:24][CH:25]=[CH:26][C:21]=4[C:20]([F:19])([F:35])[F:36])[CH:32]=[CH:31][CH:30]=3)[CH2:5][CH2:6]2)=[N:8][CH:9]=[CH:10][CH:11]=1)=[O:14])[CH3:18], predict the reactants needed to synthesize it. (4) Given the product [Cl:39][C:24]1[C:25]([NH:27][C@@H:28]2[CH2:33][CH2:32][CH2:31][CH2:30][C@H:29]2[NH:34][S:35]([CH3:38])(=[O:37])=[O:36])=[N:26][C:21]([NH:1][C:2]2[CH:19]=[CH:18][C:5]3[CH2:6][CH2:7][N:8]([CH2:11][C@@H:12]([OH:17])[C:13]([F:16])([F:14])[F:15])[CH2:9][CH2:10][C:4]=3[CH:3]=2)=[N:22][CH:23]=1, predict the reactants needed to synthesize it. The reactants are: [NH2:1][C:2]1[CH:19]=[CH:18][C:5]2[CH2:6][CH2:7][N:8]([CH2:11][C@@H:12]([OH:17])[C:13]([F:16])([F:15])[F:14])[CH2:9][CH2:10][C:4]=2[CH:3]=1.Cl[C:21]1[N:26]=[C:25]([NH:27][C@@H:28]2[CH2:33][CH2:32][CH2:31][CH2:30][C@H:29]2[NH:34][S:35]([CH3:38])(=[O:37])=[O:36])[C:24]([Cl:39])=[CH:23][N:22]=1.Cl.C(=O)([O-])[O-]. (5) Given the product [Br:1][C:2]1[CH:8]=[CH:7][C:6]([N+:9]([O-:11])=[O:10])=[CH:5][C:3]=1[NH:4][C:22](=[O:23])[O:24][C:25]([CH3:28])([CH3:27])[CH3:26], predict the reactants needed to synthesize it. The reactants are: [Br:1][C:2]1[CH:8]=[CH:7][C:6]([N+:9]([O-:11])=[O:10])=[CH:5][C:3]=1[NH2:4].C[Si]([N-][Si](C)(C)C)(C)C.[Na+].[C:22](O[C:22]([O:24][C:25]([CH3:28])([CH3:27])[CH3:26])=[O:23])([O:24][C:25]([CH3:28])([CH3:27])[CH3:26])=[O:23].